From a dataset of Full USPTO retrosynthesis dataset with 1.9M reactions from patents (1976-2016). Predict the reactants needed to synthesize the given product. (1) Given the product [N:31]1[CH:32]=[CH:33][C:28]([N:26]2[C:5]([C:7]3[C:12](=[O:13])[CH:11]=[CH:10][N:9]([C:14]4[CH:19]=[CH:18][CH:17]=[C:16]([O:20][C:21]([F:24])([F:23])[F:22])[CH:15]=4)[N:8]=3)=[CH:4][CH:3]=[N:2]2)=[CH:29][CH:30]=1, predict the reactants needed to synthesize it. The reactants are: C[N:2](C)/[CH:3]=[CH:4]/[C:5]([C:7]1[C:12](=[O:13])[CH:11]=[CH:10][N:9]([C:14]2[CH:19]=[CH:18][CH:17]=[C:16]([O:20][C:21]([F:24])([F:23])[F:22])[CH:15]=2)[N:8]=1)=O.[NH:26]([C:28]1[CH:33]=[CH:32][N:31]=[CH:30][CH:29]=1)N. (2) The reactants are: Br[C:2]1[CH:3]=[CH:4][C:5]2[O:11][CH2:10][CH2:9][N:8]3[CH:12]=[C:13]([C:15]4[N:19]([CH:20]([CH3:22])[CH3:21])[N:18]=[C:17]([NH2:23])[N:16]=4)[N:14]=[C:7]3[C:6]=2[CH:24]=1.[C:25]1(B(O)O)[CH:30]=[CH:29][CH:28]=[CH:27][CH:26]=1.C([O-])([O-])=O.[Cs+].[Cs+].O. Given the product [CH:20]([N:19]1[C:15]([C:13]2[N:14]=[C:7]3[C:6]4[CH:24]=[C:2]([C:25]5[CH:30]=[CH:29][CH:28]=[CH:27][CH:26]=5)[CH:3]=[CH:4][C:5]=4[O:11][CH2:10][CH2:9][N:8]3[CH:12]=2)=[N:16][C:17]([NH2:23])=[N:18]1)([CH3:22])[CH3:21], predict the reactants needed to synthesize it.